Predict the reaction yield, written as a fraction of the theoretical maximum amount of product (1.0 means a 100% yield; for example, 0.34 means a 34% yield). From a dataset of Reaction yield outcomes from USPTO patents with 853,638 reactions. The reactants are [CH3:1][C:2]1[S:3][C:4]([C:10]2[CH:15]=[CH:14][CH:13]=[CH:12][CH:11]=2)=[C:5]([C:7]([OH:9])=O)[N:6]=1.C(Cl)(=O)C(Cl)=O.CN(C=O)C.[F:27][C:28]1[N:32]2[CH:33]=[CH:34][CH:35]=[C:36]([CH3:37])[C:31]2=[N:30][C:29]=1[CH2:38][C@@H:39]1[CH2:44][CH2:43][CH2:42][CH2:41][NH:40]1. The catalyst is C(Cl)Cl. The product is [F:27][C:28]1[N:32]2[CH:33]=[CH:34][CH:35]=[C:36]([CH3:37])[C:31]2=[N:30][C:29]=1[CH2:38][C@@H:39]1[CH2:44][CH2:43][CH2:42][CH2:41][N:40]1[C:7]([C:5]1[N:6]=[C:2]([CH3:1])[S:3][C:4]=1[C:10]1[CH:15]=[CH:14][CH:13]=[CH:12][CH:11]=1)=[O:9]. The yield is 0.441.